Dataset: Full USPTO retrosynthesis dataset with 1.9M reactions from patents (1976-2016). Task: Predict the reactants needed to synthesize the given product. (1) Given the product [C:1]([C:4]1[C:5]([CH2:20][NH:21][C:22]([C@@H:24]2[C@@H:28]([F:29])[CH2:27][CH2:26][N:25]2[C:30]([O:32][C:33]([CH3:36])([CH3:35])[CH3:34])=[O:31])=[O:23])=[CH:6][C:7]([C:10]2[CH:11]=[N:12][C:13]([C:16]([F:19])([F:17])[F:18])=[CH:14][CH:15]=2)=[N:8][CH:9]=1)#[N:2], predict the reactants needed to synthesize it. The reactants are: [C:1]([C:4]1[C:5]([CH2:20][NH:21][C:22]([C@@H:24]2[C@@H:28]([F:29])[CH2:27][CH2:26][N:25]2[C:30]([O:32][C:33]([CH3:36])([CH3:35])[CH3:34])=[O:31])=[O:23])=[CH:6][C:7]([C:10]2[CH:11]=[N:12][C:13]([C:16]([F:19])([F:18])[F:17])=[CH:14][CH:15]=2)=[N:8][CH:9]=1)(=O)[NH2:2].C(OC(C(F)(F)F)=O)(C(F)(F)F)=O. (2) Given the product [OH:1][C:2]1[CH:9]=[CH:8][C:7]([O:10][C:11]2[CH:16]=[CH:15][CH:14]=[CH:13][CH:12]=2)=[CH:6][C:3]=1[CH:4]=[N:23][OH:24], predict the reactants needed to synthesize it. The reactants are: [OH:1][C:2]1[CH:9]=[CH:8][C:7]([O:10][C:11]2[CH:16]=[CH:15][CH:14]=[CH:13][CH:12]=2)=[CH:6][C:3]=1[CH:4]=O.CC([O-])=O.[K+].Cl.[NH2:23][OH:24]. (3) Given the product [CH:5]1[C:6]([C@H:7]2[CH2:8][O:9][C:10]3[CH:11]=[C:12]([OH:18])[CH:13]=[CH:14][C:15]=3[CH2:16]2)=[CH:1][CH:2]=[C:3]([OH:19])[CH:4]=1, predict the reactants needed to synthesize it. The reactants are: [CH:1]1[C:6]([C:7]2[C:16](=O)[C:15]3[CH:14]=[CH:13][C:12]([OH:18])=[CH:11][C:10]=3[O:9][CH:8]=2)=[CH:5][CH:4]=[C:3]([OH:19])[CH:2]=1.C1C(C2C(=O)C3C(O)=CC(O)=CC=3OC=2)=CC=C(O)C=1.COC1C=C2C(=O)C(C3C=CC(O)=CC=3)=COC2=CC=1O. (4) Given the product [O:19]=[C:15]1[NH:14][N:13]=[C:2]([C:4]2[CH:9]=[CH:8][C:7]([N+:10]([O-:12])=[O:11])=[CH:6][CH:5]=2)[CH:1]=[CH:16]1, predict the reactants needed to synthesize it. The reactants are: [CH3:1][C:2]([C:4]1[CH:9]=[CH:8][C:7]([N+:10]([O-:12])=[O:11])=[CH:6][CH:5]=1)=O.[N:13]1[NH:14][C:15](=[O:19])[CH:16]=CC=1. (5) Given the product [Br:1][C:2]1[CH:7]=[CH:6][C:5]([CH:8]([C:19]2[CH:20]=[CH:21][C:22]([S:25]([CH3:28])(=[O:27])=[O:26])=[CH:23][CH:24]=2)[NH:9][C@H:10]([C:15]([O:17][CH3:18])=[O:16])[CH2:11][CH:12]([CH3:13])[CH3:14])=[CH:4][CH:3]=1, predict the reactants needed to synthesize it. The reactants are: [Br:1][C:2]1[CH:7]=[CH:6][C:5]([C:8]([C:19]2[CH:24]=[CH:23][C:22]([S:25]([CH3:28])(=[O:27])=[O:26])=[CH:21][CH:20]=2)=[N:9][C@H:10]([C:15]([O:17][CH3:18])=[O:16])[CH2:11][CH:12]([CH3:14])[CH3:13])=[CH:4][CH:3]=1.BrC1C=CC(C(C2C=CC(S(C)(=O)=O)=CC=2)=O)=CC=1.[BH4-].[Na+]. (6) Given the product [CH2:3]([O:6][C:8]1[CH:15]=[C:14]([F:16])[CH:13]=[CH:12][C:9]=1[C:10]#[N:11])[CH:4]=[CH2:5], predict the reactants needed to synthesize it. The reactants are: [H-].[Na+].[CH2:3]([OH:6])[CH:4]=[CH2:5].F[C:8]1[CH:15]=[C:14]([F:16])[CH:13]=[CH:12][C:9]=1[C:10]#[N:11]. (7) Given the product [Cl:1][C:2]1[C:7]([O:14][CH3:13])=[CH:6][C:5]([NH2:9])=[C:4]([N+:10]([O-:12])=[O:11])[CH:3]=1, predict the reactants needed to synthesize it. The reactants are: [Cl:1][C:2]1[C:7](Cl)=[CH:6][C:5]([NH2:9])=[C:4]([N+:10]([O-:12])=[O:11])[CH:3]=1.[CH3:13][O-:14].[Na+].O.